Dataset: Reaction yield outcomes from USPTO patents with 853,638 reactions. Task: Predict the reaction yield, written as a fraction of the theoretical maximum amount of product (1.0 means a 100% yield; for example, 0.34 means a 34% yield). (1) The reactants are C([O:4][C@H:5]1[C@H:17]([O:18]C(=O)C)[C@H:16]([CH2:22][O:23]C(=O)C)[O:15][C@@H:6]1[S:7][C:8]1[CH:13]=[CH:12][C:11]([CH3:14])=[CH:10][CH:9]=1)(=O)C.O(C)[Na]. The catalyst is CC(O)=O. The product is [S:7]([C:8]1[CH:13]=[CH:12][C:11]([CH3:14])=[CH:10][CH:9]=1)[C@H:6]1[O:15][C@@H:16]([CH2:22][OH:23])[C@@H:17]([OH:18])[C@@H:5]1[OH:4]. The yield is 0.840. (2) The reactants are [I-].[CH3:2][S+](C)(C)=O.[H-].[Na+].[F:9][C:10]([F:25])([F:24])[C:11]1[CH:16]=[CH:15][C:14]([N:17]2[CH2:22][CH2:21][C:20](=[O:23])[CH2:19][CH2:18]2)=[CH:13][CH:12]=1. The catalyst is CS(C)=O. The product is [F:25][C:10]([F:9])([F:24])[C:11]1[CH:12]=[CH:13][C:14]([N:17]2[CH2:22][CH2:21][C:20]3([O:23][CH2:2]3)[CH2:19][CH2:18]2)=[CH:15][CH:16]=1. The yield is 0.720. (3) The reactants are [C:1]([O:20][CH2:21][C@H:22]1[O:34][C@@H:25]([S:26][C:27]2[CH:32]=[CH:31][C:30]([CH3:33])=[CH:29][CH:28]=2)[C@H:24]([OH:35])[C@H:23]1[OH:36])([C:14]1[CH:19]=[CH:18][CH:17]=[CH:16][CH:15]=1)([C:8]1[CH:13]=[CH:12][CH:11]=[CH:10][CH:9]=1)[C:2]1[CH:7]=[CH:6][CH:5]=[CH:4][CH:3]=1.[H-].[Na+].[CH2:39](Br)[C:40]1[CH:45]=[CH:44][CH:43]=[CH:42][CH:41]=1. The catalyst is CN(C=O)C. The product is [CH2:39]([O:35][C@@H:24]1[C@@H:23]([O:36][CH2:1][C:2]2[CH:7]=[CH:6][CH:5]=[CH:4][CH:3]=2)[C@@H:22]([CH2:21][O:20][C:1]([C:8]2[CH:9]=[CH:10][CH:11]=[CH:12][CH:13]=2)([C:2]2[CH:7]=[CH:6][CH:5]=[CH:4][CH:3]=2)[C:14]2[CH:19]=[CH:18][CH:17]=[CH:16][CH:15]=2)[O:34][C@H:25]1[S:26][C:27]1[CH:32]=[CH:31][C:30]([CH3:33])=[CH:29][CH:28]=1)[C:40]1[CH:45]=[CH:44][CH:43]=[CH:42][CH:41]=1. The yield is 0.810. (4) The reactants are [NH2:1][C:2]1[N:6]([CH3:7])[C:5](=[O:8])[C:4]([C:20]2[CH:25]=[CH:24][C:23]([O:26][CH:27]([F:29])[F:28])=[CH:22][CH:21]=2)([C:9]2[CH:14]=[CH:13][CH:12]=[C:11]([C:15]#[C:16][CH2:17][CH2:18][OH:19])[CH:10]=2)[N:3]=1.[H][H]. The catalyst is C(O)C.[Pd]. The product is [NH2:1][C:2]1[N:6]([CH3:7])[C:5](=[O:8])[C:4]([C:20]2[CH:21]=[CH:22][C:23]([O:26][CH:27]([F:29])[F:28])=[CH:24][CH:25]=2)([C:9]2[CH:14]=[CH:13][CH:12]=[C:11]([CH2:15][CH2:16][CH2:17][CH2:18][OH:19])[CH:10]=2)[N:3]=1. The yield is 0.610. (5) The reactants are FC(F)(F)C(O)=O.[OH:8][CH2:9][CH2:10][O:11][CH2:12][CH2:13][N:14]([CH2:59][CH2:60][CH2:61][CH2:62][CH2:63][O:64][C:65]1[CH:70]=[CH:69][C:68]([C:71]2[C:72]([CH3:98])=[C:73]([C:80]([C:82]3[CH:91]=[C:90]4[C:85]([C:86](=[O:97])[N:87]([CH2:93][C:94]([O-:96])=[O:95])[C:88](=[O:92])[NH:89]4)=[CH:84][CH:83]=3)=[O:81])[N:74]3[C:79]=2[CH:78]=[CH:77][CH:76]=[CH:75]3)=[CH:67][CH:66]=1)[CH2:15][CH2:16][CH2:17][CH2:18][CH2:19][O:20][C:21]1[CH:26]=[CH:25][C:24]([C:27]2[C:28]([CH3:58])=[C:29]([C:36]([C:38]3[CH:47]=[C:46]4[C:41]([C:42](=[O:57])[N:43]([CH2:49][C:50]([O:52]C(C)(C)C)=[O:51])[C:44](=[O:48])[NH:45]4)=[CH:40][CH:39]=3)=[O:37])[N:30]3[C:35]=2[CH:34]=[CH:33][CH:32]=[CH:31]3)=[CH:23][CH:22]=1.O. The catalyst is C(Cl)Cl.CO. The product is [OH:8][CH2:9][CH2:10][O:11][CH2:12][CH2:13][N:14]([CH2:59][CH2:60][CH2:61][CH2:62][CH2:63][O:64][C:65]1[CH:70]=[CH:69][C:68]([C:71]2[C:72]([CH3:98])=[C:73]([C:80]([C:82]3[CH:91]=[C:90]4[C:85]([C:86](=[O:97])[N:87]([CH2:93][C:94]([OH:96])=[O:95])[C:88](=[O:92])[NH:89]4)=[CH:84][CH:83]=3)=[O:81])[N:74]3[C:79]=2[CH:78]=[CH:77][CH:76]=[CH:75]3)=[CH:67][CH:66]=1)[CH2:15][CH2:16][CH2:17][CH2:18][CH2:19][O:20][C:21]1[CH:26]=[CH:25][C:24]([C:27]2[C:28]([CH3:58])=[C:29]([C:36]([C:38]3[CH:47]=[C:46]4[C:41]([C:42](=[O:57])[N:43]([CH2:49][C:50]([OH:52])=[O:51])[C:44](=[O:48])[NH:45]4)=[CH:40][CH:39]=3)=[O:37])[N:30]3[C:35]=2[CH:34]=[CH:33][CH:32]=[CH:31]3)=[CH:23][CH:22]=1. The yield is 0.0500. (6) The catalyst is C(Cl)Cl. The yield is 0.980. The product is [CH2:1]([O:3][C:4](=[O:27])[NH:5][C:6]1[CH:11]=[CH:10][CH:9]=[C:8]([C:12]2[N:13]([CH2:25][CH3:26])[C:14]3[C:19]([C:20]=2[C:21]#[N:22])=[CH:18][CH:17]=[C:16]([OH:23])[CH:15]=3)[CH:7]=1)[CH3:2]. The reactants are [CH2:1]([O:3][C:4](=[O:27])[NH:5][C:6]1[CH:11]=[CH:10][CH:9]=[C:8]([C:12]2[N:13]([CH2:25][CH3:26])[C:14]3[C:19]([C:20]=2[C:21]#[N:22])=[CH:18][CH:17]=[C:16]([O:23]C)[CH:15]=3)[CH:7]=1)[CH3:2].B(Br)(Br)Br. (7) The reactants are [CH3:1][CH:2]([CH3:36])[CH2:3][C@@H:4]([C:10](=[O:35])[NH:11][CH:12]([C:25]([O:27]CC1C=CC=CC=1)=[O:26])[C:13]1[CH:18]=[CH:17][C:16]([C:19]2[CH:24]=[CH:23][CH:22]=[CH:21][CH:20]=2)=[CH:15][CH:14]=1)[CH2:5][C:6]([O:8][CH3:9])=[O:7].O1CCCC1. The catalyst is [Pd].CO. The product is [CH3:9][O:8][C:6]([CH2:5][C@@H:4]([CH2:3][CH:2]([CH3:36])[CH3:1])[C:10]([NH:11][CH:12]([C:13]1[CH:14]=[CH:15][C:16]([C:19]2[CH:24]=[CH:23][CH:22]=[CH:21][CH:20]=2)=[CH:17][CH:18]=1)[C:25]([OH:27])=[O:26])=[O:35])=[O:7]. The yield is 0.970.